This data is from Forward reaction prediction with 1.9M reactions from USPTO patents (1976-2016). The task is: Predict the product of the given reaction. (1) Given the reactants Cl[CH2:2][CH2:3][C:4]1[C:12]2[C:7](=[N:8][CH:9]=[CH:10][CH:11]=2)[NH:6][CH:5]=1.[I-].[Na+].[NH3:15], predict the reaction product. The product is: [NH:6]1[C:7]2=[N:8][CH:9]=[CH:10][CH:11]=[C:12]2[C:4]([CH2:3][CH2:2][NH2:15])=[CH:5]1. (2) Given the reactants [Br:1][C:2]1[CH:3]=[C:4]([C:8](=O)[CH3:9])[CH:5]=[N:6][CH:7]=1.[CH3:11][C:12]([S@:15]([NH2:17])=[O:16])([CH3:14])[CH3:13], predict the reaction product. The product is: [Br:1][C:2]1[CH:3]=[C:4](/[C:8](=[N:17]/[S@@:15]([C:12]([CH3:14])([CH3:13])[CH3:11])=[O:16])/[CH3:9])[CH:5]=[N:6][CH:7]=1. (3) Given the reactants C(OC(=O)[NH:7][CH2:8][C@@H:9]1[CH2:11][C@H:10]1[C:12]1[CH:17]=[CH:16][CH:15]=[C:14]([NH:18][C:19](=[O:26])[C:20]2[CH:25]=[CH:24][CH:23]=[CH:22][CH:21]=2)[CH:13]=1)(C)(C)C.C(O)(C(F)(F)F)=O.[ClH:35].CCOCC, predict the reaction product. The product is: [ClH:35].[NH2:7][CH2:8][C@@H:9]1[CH2:11][C@H:10]1[C:12]1[CH:13]=[C:14]([NH:18][C:19](=[O:26])[C:20]2[CH:21]=[CH:22][CH:23]=[CH:24][CH:25]=2)[CH:15]=[CH:16][CH:17]=1. (4) Given the reactants [NH2:1][C:2]1[CH:3]=[C:4]([C:9]([CH3:15])([CH3:14])[C:10]([O:12]C)=[O:11])[CH:5]=[CH:6][C:7]=1[Cl:8].[CH3:16][C:17]1[CH:25]=[C:24]([O:26][CH2:27][C@@H:28]2[CH2:33][N:32]([CH3:34])[C:31]3[CH:35]=[CH:36][CH:37]=[CH:38][C:30]=3[O:29]2)[C:23]([CH3:39])=[CH:22][C:18]=1[C:19](Cl)=[O:20].OC1C(C)=CC(C(OC)=O)=C(C)C=1, predict the reaction product. The product is: [Cl:8][C:7]1[CH:6]=[CH:5][C:4]([C:9]([CH3:15])([CH3:14])[C:10]([OH:12])=[O:11])=[CH:3][C:2]=1[NH:1][C:19](=[O:20])[C:18]1[CH:22]=[C:23]([CH3:39])[C:24]([O:26][CH2:27][C@@H:28]2[CH2:33][N:32]([CH3:34])[C:31]3[CH:35]=[CH:36][CH:37]=[CH:38][C:30]=3[O:29]2)=[CH:25][C:17]=1[CH3:16]. (5) Given the reactants [C:1]([C:5]1[N:6]=[C:7]([N:22]2[CH2:27][CH2:26]OC[CH2:23]2)[C:8]2[N:13]=[N:12][N:11]([CH2:14][C:15]3[CH:20]=[CH:19][CH:18]=[CH:17][C:16]=3[Cl:21])[C:9]=2[N:10]=1)([CH3:4])([CH3:3])[CH3:2].C(C1N=C(Cl)C2N=NN(CC3C=CC=CC=3Cl)C=2N=1)(C)(C)C.[S:50]1CCNC1, predict the reaction product. The product is: [C:1]([C:5]1[N:6]=[C:7]([N:22]2[CH2:27][CH2:26][S:50][CH2:23]2)[C:8]2[N:13]=[N:12][N:11]([CH2:14][C:15]3[CH:20]=[CH:19][CH:18]=[CH:17][C:16]=3[Cl:21])[C:9]=2[N:10]=1)([CH3:4])([CH3:3])[CH3:2]. (6) Given the reactants [CH3:1][O:2][CH2:3][CH2:4][S:5][C:6]1[CH:7]=[C:8]([O:28][C:29]2[C:30]([CH3:35])=[N:31][CH:32]=[CH:33][CH:34]=2)[C:9]([NH:12][C:13]2[S:17][N:16]=[C:15]([C@H:18]3[CH2:22][O:21]C4(CCCCC4)[O:19]3)[N:14]=2)=[N:10][CH:11]=1.[ClH:36], predict the reaction product. The product is: [ClH:36].[CH3:1][O:2][CH2:3][CH2:4][S:5][C:6]1[CH:7]=[C:8]([O:28][C:29]2[C:30]([CH3:35])=[N:31][CH:32]=[CH:33][CH:34]=2)[C:9]([NH:12][C:13]2[S:17][N:16]=[C:15]([C@H:18]([OH:19])[CH2:22][OH:21])[N:14]=2)=[N:10][CH:11]=1. (7) Given the reactants Br[C:2]1[CH:3]=[C:4]2[C:9](=[CH:10][CH:11]=1)[N:8]=[C:7]([C:12]1[CH:17]=[CH:16][CH:15]=[C:14]([F:18])[CH:13]=1)[CH:6]=[C:5]2[NH:19][CH3:20].[Cl:21][C:22]1[CH:23]=[C:24](B(O)O)[CH:25]=[C:26]([Cl:28])[CH:27]=1.C(=O)([O-])[O-].[Na+].[Na+], predict the reaction product. The product is: [Cl:21][C:22]1[CH:23]=[C:24]([C:2]2[CH:3]=[C:4]3[C:9](=[CH:10][CH:11]=2)[N:8]=[C:7]([C:12]2[CH:17]=[CH:16][CH:15]=[C:14]([F:18])[CH:13]=2)[CH:6]=[C:5]3[NH:19][CH3:20])[CH:25]=[C:26]([Cl:28])[CH:27]=1. (8) Given the reactants [CH3:1][O:2][C:3](=[O:19])[C:4]1[C:9]([NH:10][C:11]2[CH:16]=[CH:15][CH:14]=[CH:13][C:12]=2[F:17])=[CH:8][N:7]=[CH:6][C:5]=1Br.[F:20][C:21]1[CH:26]=[CH:25][CH:24]=[CH:23][C:22]=1B(O)O.COC1C=CC=C(OC)C=1C1C=CC=CC=1P(C1CCCCC1)C1CCCCC1.C([O-])([O-])=O.[K+].[K+], predict the reaction product. The product is: [CH3:1][O:2][C:3](=[O:19])[C:4]1[C:9]([NH:10][C:11]2[CH:16]=[CH:15][CH:14]=[CH:13][C:12]=2[F:17])=[CH:8][N:7]=[CH:6][C:5]=1[C:22]1[CH:23]=[CH:24][CH:25]=[CH:26][C:21]=1[F:20]. (9) Given the reactants [CH3:1][C:2]1[NH:3][CH:4]=[CH:5][N:6]=1.Br[CH2:8][C:9]1[CH:14]=[CH:13][C:12]([NH:15][C:16](=[O:21])[C:17]([F:20])([F:19])[F:18])=[CH:11][C:10]=1[C:22]([F:25])([F:24])[F:23], predict the reaction product. The product is: [F:18][C:17]([F:19])([F:20])[C:16]([NH:15][C:12]1[CH:13]=[CH:14][C:9]([CH2:8][N:3]2[CH:4]=[CH:5][N:6]=[C:2]2[CH3:1])=[C:10]([C:22]([F:24])([F:23])[F:25])[CH:11]=1)=[O:21]. (10) Given the reactants [O:1]1[C:5]2[CH:6]=[CH:7][C:8]([C:10]3[O:14][CH:13]=[N:12][C:11]=3Br)=[CH:9][C:4]=2[O:3][CH2:2]1.[Cl-].[NH4+:17], predict the reaction product. The product is: [O:1]1[C:5]2[CH:6]=[CH:7][C:8]([C:10]3[O:14][CH:13]=[N:12][C:11]=3[C:8]3[CH:9]=[CH:4][CH:5]=[CH:6][N:17]=3)=[CH:9][C:4]=2[O:3][CH2:2]1.